Dataset: Reaction yield outcomes from USPTO patents with 853,638 reactions. Task: Predict the reaction yield, written as a fraction of the theoretical maximum amount of product (1.0 means a 100% yield; for example, 0.34 means a 34% yield). The product is [OH:14][C:15]1[CH:16]=[C:17]([CH2:22][C@H:23]([NH:27][C:28]([O:30][C:31]([CH3:34])([CH3:33])[CH3:32])=[O:29])[C:24]([O:26][CH2:13][CH:11]([OH:12])[CH2:10][O:9][C:1]([C:2]2[CH:7]=[CH:6][CH:5]=[CH:4][CH:3]=2)=[O:8])=[O:25])[CH:18]=[CH:19][C:20]=1[OH:21]. The catalyst is [Br-].C([N+](CCCC)(CCCC)CCCC)CCC.C1(C)C=CC=CC=1. The yield is 0.260. The reactants are [C:1]([O:9][CH2:10][CH:11]1[CH2:13][O:12]1)(=[O:8])[C:2]1[CH:7]=[CH:6][CH:5]=[CH:4][CH:3]=1.[OH:14][C:15]1[CH:16]=[C:17]([CH2:22][C@H:23]([NH:27][C:28]([O:30][C:31]([CH3:34])([CH3:33])[CH3:32])=[O:29])[C:24]([OH:26])=[O:25])[CH:18]=[CH:19][C:20]=1[OH:21].